This data is from Peptide-MHC class II binding affinity with 134,281 pairs from IEDB. The task is: Regression. Given a peptide amino acid sequence and an MHC pseudo amino acid sequence, predict their binding affinity value. This is MHC class II binding data. (1) The peptide sequence is KELLTVEDLKRPGVS. The MHC is DRB1_0101 with pseudo-sequence DRB1_0101. The binding affinity (normalized) is 0.343. (2) The peptide sequence is GPLQIVDKIDAAFKI. The MHC is DRB1_0404 with pseudo-sequence DRB1_0404. The binding affinity (normalized) is 0.516. (3) The MHC is HLA-DPA10103-DPB10201 with pseudo-sequence HLA-DPA10103-DPB10201. The binding affinity (normalized) is 0.184. The peptide sequence is ITKGKVDPTDYFRNE. (4) The peptide sequence is GGGQIVGGVYLLPRR. The MHC is HLA-DPA10301-DPB10402 with pseudo-sequence HLA-DPA10301-DPB10402. The binding affinity (normalized) is 0.152.